From a dataset of Reaction yield outcomes from USPTO patents with 853,638 reactions. Predict the reaction yield, written as a fraction of the theoretical maximum amount of product (1.0 means a 100% yield; for example, 0.34 means a 34% yield). (1) The reactants are [H-].[Na+].[C:3]([O:7][C:8]([N:10]1[C:18]2[C:13](=[CH:14][CH:15]=[CH:16][CH:17]=2)[CH2:12][C@H:11]1[CH2:19][OH:20])=[O:9])([CH3:6])([CH3:5])[CH3:4].[CH3:21]I. The catalyst is C1COCC1.[Cl-].[Na+].O. The product is [C:3]([O:7][C:8]([N:10]1[C:18]2[C:13](=[CH:14][CH:15]=[CH:16][CH:17]=2)[CH2:12][C@H:11]1[CH2:19][O:20][CH3:21])=[O:9])([CH3:6])([CH3:5])[CH3:4]. The yield is 0.470. (2) The reactants are [N:1]1[CH:2]=[CH:3][N:4]2[C:13]=1[CH2:12][C:11]1[CH:10]=[C:9](O)[C:8]([OH:15])=[CH:7][C:6]=1[CH2:5]2.[C:16]([O-:19])([O-])=O.[K+].[K+].O.[CH3:23]N(C=O)C. The catalyst is [Cl-].C1([N+](C)(C)C)C=CC=CC=1. The product is [CH3:23][O:15][C:8]1[C:9]([O:19][CH3:16])=[CH:10][C:11]2[CH2:12][C:13]3[N:4]([CH:3]=[CH:2][N:1]=3)[CH2:5][C:6]=2[CH:7]=1. The yield is 0.0840.